This data is from Peptide-MHC class I binding affinity with 185,985 pairs from IEDB/IMGT. The task is: Regression. Given a peptide amino acid sequence and an MHC pseudo amino acid sequence, predict their binding affinity value. This is MHC class I binding data. (1) The peptide sequence is SRLWPKIQGL. The MHC is HLA-B27:05 with pseudo-sequence HLA-B27:05. The binding affinity (normalized) is 0.740. (2) The peptide sequence is ALKAYFTAKI. The MHC is HLA-A02:01 with pseudo-sequence HLA-A02:01. The binding affinity (normalized) is 0.318. (3) The peptide sequence is AQIDNYNKF. The MHC is HLA-A02:06 with pseudo-sequence HLA-A02:06. The binding affinity (normalized) is 0.372. (4) The peptide sequence is DRIYSFPD. The MHC is Mamu-B03 with pseudo-sequence Mamu-B03. The binding affinity (normalized) is 0.0643. (5) The peptide sequence is NIAPLMVAY. The MHC is HLA-A30:02 with pseudo-sequence HLA-A30:02. The binding affinity (normalized) is 0.262. (6) The peptide sequence is FLLLTSIPI. The MHC is HLA-A02:01 with pseudo-sequence HLA-A02:01. The binding affinity (normalized) is 1.00.